Dataset: Full USPTO retrosynthesis dataset with 1.9M reactions from patents (1976-2016). Task: Predict the reactants needed to synthesize the given product. (1) Given the product [Cl:40][C:24]1[C:25]([NH:27][C:28]2[CH:33]=[CH:32][CH:31]=[CH:30][C:29]=2[S:34]([N:37]([CH3:39])[CH3:38])(=[O:36])=[O:35])=[N:26][C:21]([NH:1][C:2]2[C:17]([O:18][CH3:19])=[CH:16][C:5]3[CH2:6][CH2:7][N:8]([CH2:11][C:12]([OH:14])([CH3:15])[CH3:13])[CH2:9][CH2:10][C:4]=3[CH:3]=2)=[N:22][CH:23]=1, predict the reactants needed to synthesize it. The reactants are: [NH2:1][C:2]1[C:17]([O:18][CH3:19])=[CH:16][C:5]2[CH2:6][CH2:7][N:8]([CH2:11][C:12]([CH3:15])([OH:14])[CH3:13])[CH2:9][CH2:10][C:4]=2[CH:3]=1.Cl[C:21]1[N:26]=[C:25]([NH:27][C:28]2[CH:33]=[CH:32][CH:31]=[CH:30][C:29]=2[S:34]([N:37]([CH3:39])[CH3:38])(=[O:36])=[O:35])[C:24]([Cl:40])=[CH:23][N:22]=1. (2) The reactants are: [NH2:1][C:2]1[CH:3]=[C:4]([C:9]([C:11]2[CH:12]=[N:13][CH:14]=[CH:15][CH:16]=2)=[O:10])[CH:5]=[C:6]([Br:8])[CH:7]=1.ClC(OC1C=CC([N+]([O-])=O)=CC=1)=[O:19].[CH:30]([N:33]([CH:36](C)C)[CH2:34]C)(C)C.CNC. Given the product [Br:8][C:6]1[CH:7]=[C:2]([NH:1][C:34](=[O:19])[N:33]([CH3:36])[CH3:30])[CH:3]=[C:4]([C:9]([C:11]2[CH:12]=[N:13][CH:14]=[CH:15][CH:16]=2)=[O:10])[CH:5]=1, predict the reactants needed to synthesize it. (3) The reactants are: Cl.Cl.Cl.[F:4][C:5]([F:19])([F:18])[C:6]1[CH:7]=[N:8][CH:9]=[CH:10][C:11]=1[N:12]1[CH2:17][CH2:16][NH:15][CH2:14][CH2:13]1.Cl[C:21]1[NH:25][C:24]2[CH:26]=[C:27]([C:30]([F:33])([F:32])[F:31])[CH:28]=[CH:29][C:23]=2[N:22]=1.C(N(CC)C(C)C)(C)C. Given the product [F:33][C:30]([F:31])([F:32])[C:27]1[CH:28]=[CH:29][C:23]2[N:22]=[C:21]([N:15]3[CH2:16][CH2:17][N:12]([C:11]4[CH:10]=[CH:9][N:8]=[CH:7][C:6]=4[C:5]([F:4])([F:18])[F:19])[CH2:13][CH2:14]3)[NH:25][C:24]=2[CH:26]=1, predict the reactants needed to synthesize it. (4) Given the product [NH2:7][C:6]1[C:13]([O:21][CH3:18])=[C:2]([Br:1])[C:3]([I:17])=[C:4]([CH3:14])[C:5]=1[C:10]([NH2:22])=[O:11], predict the reactants needed to synthesize it. The reactants are: [Br:1][C:2]1[CH:13]=[C:6]2[NH:7]C(=O)O[C:10](=[O:11])[CH:5]2[C:4](OC)([CH3:14])[C:3]=1[I:17].[C:18]([O-:21])(=O)C.[NH4+:22].